Dataset: Peptide-MHC class I binding affinity with 185,985 pairs from IEDB/IMGT. Task: Regression. Given a peptide amino acid sequence and an MHC pseudo amino acid sequence, predict their binding affinity value. This is MHC class I binding data. (1) The peptide sequence is AISDYDYYR. The MHC is HLA-A11:01 with pseudo-sequence HLA-A11:01. The binding affinity (normalized) is 0.614. (2) The peptide sequence is LDIGDAYFSI. The MHC is H-2-Kk with pseudo-sequence H-2-Kk. The binding affinity (normalized) is 0.292. (3) The peptide sequence is KQIINMWQEV. The MHC is H-2-Kb with pseudo-sequence H-2-Kb. The binding affinity (normalized) is 0.240. (4) The peptide sequence is LANERYRSA. The MHC is HLA-A02:01 with pseudo-sequence HLA-A02:01. The binding affinity (normalized) is 0.00159. (5) The peptide sequence is FSVQRNLPF. The MHC is HLA-C03:03 with pseudo-sequence YYAGYREKYRQTDVSNLYIRYDYYTWAELAYLWY. The binding affinity (normalized) is 1.00. (6) The peptide sequence is DEFLKVPEW. The MHC is HLA-A02:01 with pseudo-sequence HLA-A02:01. The binding affinity (normalized) is 0.0847. (7) The MHC is HLA-A25:01 with pseudo-sequence HLA-A25:01. The peptide sequence is FVIGGMTGV. The binding affinity (normalized) is 0.674. (8) The peptide sequence is CQITRRDWSF. The MHC is HLA-A29:02 with pseudo-sequence HLA-A29:02. The binding affinity (normalized) is 0.323. (9) The peptide sequence is RAHYNIVTL. The binding affinity (normalized) is 1.00. The MHC is H-2-Db with pseudo-sequence H-2-Db.